From a dataset of Forward reaction prediction with 1.9M reactions from USPTO patents (1976-2016). Predict the product of the given reaction. (1) The product is: [CH2:1]([O:3][C:4](=[O:22])[C:5]([C:8]1[CH2:13][CH2:12][N:11]([CH2:14][C:15]2[CH:20]=[CH:19][CH:18]=[CH:17][CH:16]=2)[CH2:10][CH:9]=1)([CH3:7])[CH3:6])[CH3:2]. Given the reactants [CH2:1]([O:3][C:4](=[O:22])[C:5]([C:8]1(O)[CH2:13][CH2:12][N:11]([CH2:14][C:15]2[CH:20]=[CH:19][CH:18]=[CH:17][CH:16]=2)[CH2:10][CH2:9]1)([CH3:7])[CH3:6])[CH3:2].S(Cl)(Cl)=O.CN(C)C=O, predict the reaction product. (2) Given the reactants [CH2:1]([N:3]1[C:7]([NH2:8])=[CH:6][CH:5]=[N:4]1)[CH3:2].N1C=CC=CC=1.Cl[C:16]([O:18][CH2:19][C:20]([Cl:23])([Cl:22])[Cl:21])=[O:17].O, predict the reaction product. The product is: [CH2:1]([N:3]1[C:7]([NH:8][C:16](=[O:17])[O:18][CH2:19][C:20]([Cl:23])([Cl:22])[Cl:21])=[CH:6][CH:5]=[N:4]1)[CH3:2]. (3) The product is: [NH:13]([CH2:14][CH2:15][CH2:16][CH2:17][OH:18])[CH2:12][CH2:11][CH2:10][CH2:9][OH:8]. Given the reactants C([O:8][CH2:9][CH2:10][CH2:11][CH2:12][NH:13][CH2:14][CH2:15][CH2:16][CH2:17][O:18]CC1C=CC=CC=1)C1C=CC=CC=1.O1CCOCC1, predict the reaction product. (4) Given the reactants [Cl:1][C:2]1[CH:10]=[CH:9][CH:8]=[CH:7][C:3]=1[C:4]([OH:6])=O.C(N1C=CN=C1)(N1C=CN=C1)=O.[NH:23]1[CH2:27][CH2:26][CH2:25][C@H:24]1[CH2:28][OH:29], predict the reaction product. The product is: [Cl:1][C:2]1[CH:10]=[CH:9][CH:8]=[CH:7][C:3]=1[C:4]([N:23]1[CH2:27][CH2:26][CH2:25][C@H:24]1[CH2:28][OH:29])=[O:6]. (5) Given the reactants C([O:8][N:9]1[C:14]2[N:15]=[CH:16][N:17]=[C:18]([CH3:19])[C:13]=2[C:12]([NH:20][CH2:21][C:22]2[CH:27]=[CH:26][CH:25]=[C:24]([O:28][C:29]([F:32])([F:31])[F:30])[CH:23]=2)=[CH:11][C:10]1=[O:33])C1C=CC=CC=1.CO.[H][H], predict the reaction product. The product is: [OH:8][N:9]1[C:14]2[N:15]=[CH:16][N:17]=[C:18]([CH3:19])[C:13]=2[C:12]([NH:20][CH2:21][C:22]2[CH:27]=[CH:26][CH:25]=[C:24]([O:28][C:29]([F:32])([F:31])[F:30])[CH:23]=2)=[CH:11][C:10]1=[O:33]. (6) Given the reactants [Cl:1][C:2]1[CH:3]=[C:4]([OH:23])[CH:5]=[CH:6][C:7]=1[CH:8]([CH3:22])[C:9]([OH:21])([C:14]1[CH:19]=[N:18][C:17]([CH3:20])=[CH:16][N:15]=1)[C:10]([F:13])([F:12])[F:11].Br[CH2:25][CH2:26][O:27][C:28]1[CH:33]=[CH:32][C:31]([C:34]([O:36][CH3:37])=[O:35])=[CH:30][CH:29]=1.C(=O)([O-])[O-].[K+].[K+], predict the reaction product. The product is: [CH3:37][O:36][C:34](=[O:35])[C:31]1[CH:32]=[CH:33][C:28]([O:27][CH2:26][CH2:25][O:23][C:4]2[CH:5]=[CH:6][C:7]([CH:8]([CH3:22])[C:9]([OH:21])([C:14]3[CH:19]=[N:18][C:17]([CH3:20])=[CH:16][N:15]=3)[C:10]([F:13])([F:11])[F:12])=[C:2]([Cl:1])[CH:3]=2)=[CH:29][CH:30]=1.